From a dataset of Peptide-MHC class II binding affinity with 134,281 pairs from IEDB. Regression. Given a peptide amino acid sequence and an MHC pseudo amino acid sequence, predict their binding affinity value. This is MHC class II binding data. (1) The peptide sequence is VDQKQFKQDSKYSHG. The binding affinity (normalized) is 0. The MHC is H-2-IAb with pseudo-sequence H-2-IAb. (2) The peptide sequence is RPGGAGRDGGQLRIP. The MHC is HLA-DQA10101-DQB10501 with pseudo-sequence HLA-DQA10101-DQB10501. The binding affinity (normalized) is 0. (3) The peptide sequence is GKNLVFSPGRKNGSF. The MHC is DRB1_0901 with pseudo-sequence DRB1_0901. The binding affinity (normalized) is 0.648. (4) The peptide sequence is ASPWSWPDLDLKPGA. The MHC is DRB1_1101 with pseudo-sequence DRB1_1101. The binding affinity (normalized) is 0.393. (5) The peptide sequence is GIDTNAYYVMTVGTKTFL. The MHC is DRB1_1501 with pseudo-sequence DRB1_1501. The binding affinity (normalized) is 0.191. (6) The peptide sequence is AAATACTTVYGAFAA. The MHC is HLA-DPA10103-DPB10401 with pseudo-sequence HLA-DPA10103-DPB10401. The binding affinity (normalized) is 0.299. (7) The MHC is DRB1_1101 with pseudo-sequence DRB1_1101. The binding affinity (normalized) is 0.467. The peptide sequence is DLIFLARSALILRGS. (8) The peptide sequence is EKKYFALTQFEPLAA. The MHC is HLA-DQA10401-DQB10402 with pseudo-sequence HLA-DQA10401-DQB10402. The binding affinity (normalized) is 0.461. (9) The peptide sequence is WREMHHLVEFEPPHA. The MHC is DRB1_1302 with pseudo-sequence DRB1_1302. The binding affinity (normalized) is 0.